Predict the reactants needed to synthesize the given product. From a dataset of Full USPTO retrosynthesis dataset with 1.9M reactions from patents (1976-2016). (1) Given the product [C:20]([NH:23][C:3]1[CH:4]=[C:5]2[C:10](=[CH:11][CH:2]=1)[C:9](=[O:12])[CH:8]([C:13](=[O:19])[C:14]([O:16][CH2:17][CH3:18])=[O:15])[CH2:7][CH2:6]2)(=[O:22])[CH3:21], predict the reactants needed to synthesize it. The reactants are: O[C:2]1[CH:11]=[C:10]2[C:5]([CH2:6][CH2:7][CH:8]([C:13](=[O:19])[C:14]([O:16][CH2:17][CH3:18])=[O:15])[C:9]2=[O:12])=[CH:4][CH:3]=1.[C:20]([NH:23]C1C=C2C(=CC=1)C(=O)CCC2)(=[O:22])[CH3:21]. (2) Given the product [CH3:49][O:48][C:42]1[CH:41]=[C:40]([NH:39][C:31]2[N:30]=[C:29]([NH:7][CH2:8][CH2:9][C:10]3[C:18]4[C:13](=[CH:14][CH:15]=[CH:16][CH:17]=4)[NH:12][CH:11]=3)[C:37]([F:38])=[CH:36][C:32]=2[C:33]([NH2:35])=[O:34])[CH:45]=[C:44]([O:46][CH3:47])[CH:43]=1, predict the reactants needed to synthesize it. The reactants are: C(=O)([O-])[O-].[K+].[K+].[NH2:7][CH2:8][CH2:9][C:10]1[C:18]2[C:13](=[CH:14][CH:15]=[CH:16][CH:17]=2)[NH:12][CH:11]=1.N1(O[C:29]2[C:37]([F:38])=[CH:36][C:32]([C:33]([NH2:35])=[O:34])=[C:31]([NH:39][C:40]3[CH:45]=[C:44]([O:46][CH3:47])[CH:43]=[C:42]([O:48][CH3:49])[CH:41]=3)[N:30]=2)C2C=CC=CC=2N=N1.[Cl-].[Na+]. (3) Given the product [CH2:15]([N:22]1[C:11]2[CH2:10][CH2:9][NH:8][CH2:13][C:12]=2[C:32]([C:29]2[CH:28]=[CH:27][C:26]([O:25][C:24]([F:23])([F:37])[F:38])=[CH:31][CH:30]=2)=[CH:33]1)[C:16]1[CH:21]=[CH:20][CH:19]=[CH:18][CH:17]=1, predict the reactants needed to synthesize it. The reactants are: C(OC([N:8]1[CH2:13][CH2:12][C:11](=O)[CH2:10][CH2:9]1)=O)(C)(C)C.[CH2:15]([NH2:22])[C:16]1[CH:21]=[CH:20][CH:19]=[CH:18][CH:17]=1.[F:23][C:24]([F:38])([F:37])[O:25][C:26]1[CH:31]=[CH:30][C:29]([CH:32]=[CH:33][N+]([O-])=O)=[CH:28][CH:27]=1. (4) Given the product [O:29]1[C:30]2([CH2:35][CH2:34][CH:33]([C:36]([O:38][CH2:39][CH3:40])=[O:37])[CH2:32][CH2:31]2)[CH2:1]1, predict the reactants needed to synthesize it. The reactants are: [CH2:1](N1CCN2CCN(CC(C)C)P1N(CC(C)C)CC2)C(C)C.[I-].C[S+](C)C.[O:29]=[C:30]1[CH2:35][CH2:34][CH:33]([C:36]([O:38][CH2:39][CH3:40])=[O:37])[CH2:32][CH2:31]1. (5) Given the product [CH:1]1([N:6]2[C:11]3[N:12]=[C:13]([S:16]([CH3:17])=[O:27])[N:14]=[CH:15][C:10]=3[CH:9]=[C:8]([F:18])[C:7]2=[O:19])[CH2:2][CH2:3][CH2:4][CH2:5]1, predict the reactants needed to synthesize it. The reactants are: [CH:1]1([N:6]2[C:11]3[N:12]=[C:13]([S:16][CH3:17])[N:14]=[CH:15][C:10]=3[CH:9]=[C:8]([F:18])[C:7]2=[O:19])[CH2:5][CH2:4][CH2:3][CH2:2]1.C1(S(N2C(C3C=CC=CC=3)O2)(=O)=[O:27])C=CC=CC=1. (6) Given the product [O:13]1[CH2:14][CH:15]=[C:16]([C:2]2[CH:7]=[CH:6][N:5]=[C:4]([CH2:8][C:9]([O:11][CH3:12])=[O:10])[CH:3]=2)[CH2:17][CH2:18]1, predict the reactants needed to synthesize it. The reactants are: Cl[C:2]1[CH:7]=[CH:6][N:5]=[C:4]([CH2:8][C:9]([O:11][CH3:12])=[O:10])[CH:3]=1.[O:13]1[CH2:18][CH:17]=[C:16](B2OC(C)(C)C(C)(C)O2)[CH2:15][CH2:14]1.C([O-])([O-])=O.[K+].[K+]. (7) Given the product [NH2:26][C@H:27]([C:31]1[CH:36]=[CH:35][C:34]([F:37])=[CH:33][CH:32]=1)[C:28]([N:9]([C:4]1[CH:5]=[CH:6][C:7]([CH3:8])=[C:2]([CH3:1])[CH:3]=1)[CH2:10][CH2:11][C:12]1[CH:13]=[CH:14][C:15]([CH3:18])=[CH:16][CH:17]=1)=[O:29], predict the reactants needed to synthesize it. The reactants are: [CH3:1][C:2]1[CH:3]=[C:4]([NH:9][CH2:10][CH2:11][C:12]2[CH:17]=[CH:16][C:15]([CH3:18])=[CH:14][CH:13]=2)[CH:5]=[CH:6][C:7]=1[CH3:8].C(OC([NH:26][CH:27]([C:31]1[CH:36]=[CH:35][C:34]([F:37])=[CH:33][CH:32]=1)[C:28](O)=[O:29])=O)(C)(C)C. (8) Given the product [C:20]([O:19][C:17](=[O:18])[NH:2][CH2:3][CH2:4][C:5]1[CH:10]=[CH:9][C:8]([OH:11])=[CH:7][CH:6]=1)([CH3:23])([CH3:22])[CH3:21], predict the reactants needed to synthesize it. The reactants are: Cl.[NH2:2][CH2:3][CH2:4][C:5]1[CH:10]=[CH:9][C:8]([OH:11])=[CH:7][CH:6]=1.C(=O)(O)[O-].[Na+].[C:17](O[C:17]([O:19][C:20]([CH3:23])([CH3:22])[CH3:21])=[O:18])([O:19][C:20]([CH3:23])([CH3:22])[CH3:21])=[O:18]. (9) Given the product [Cl:5][CH2:6][CH2:7][CH2:8][CH2:9]/[C:10](/[CH3:1])=[CH:11]/[CH2:17][C:16]1[CH:19]=[CH:20][C:13]([F:12])=[CH:14][CH:15]=1, predict the reactants needed to synthesize it. The reactants are: [CH3:1][Al](C)C.[Cl:5][CH2:6][CH2:7][CH2:8][CH2:9][C:10]#[CH:11].[F:12][C:13]1[CH:20]=[CH:19][C:16]([CH2:17]Cl)=[CH:15][CH:14]=1. (10) Given the product [CH3:1][N:2]1[CH:6]=[C:5]([C:7]2[CH:8]=[CH:9][C:10]3[N:11]([C:13]([C@H:16]([C:18]4[CH:19]=[CH:20][C:21]5[C:25](=[CH:24][N:23]([CH2:27][CH2:28][O:29][CH:30]6[CH2:35][CH2:34][CH2:33][CH2:32][O:31]6)[N:22]=5)[CH:26]=4)[CH3:17])=[CH:14][N:15]=3)[N:12]=2)[CH:4]=[N:3]1, predict the reactants needed to synthesize it. The reactants are: [CH3:1][N:2]1[CH:6]=[C:5]([C:7]2[CH:8]=[CH:9][C:10]3[N:11]([C:13]([C@H:16]([C:18]4[CH:19]=[C:20]5[C:24](=[CH:25][CH:26]=4)[N:23]([CH2:27][CH2:28][O:29][CH:30]4[CH2:35][CH2:34][CH2:33][CH2:32][O:31]4)[N:22]=[CH:21]5)[CH3:17])=[CH:14][N:15]=3)[N:12]=2)[CH:4]=[N:3]1.[H-].[Na+].BrCCOC1CCCCO1.